Dataset: Catalyst prediction with 721,799 reactions and 888 catalyst types from USPTO. Task: Predict which catalyst facilitates the given reaction. (1) Reactant: [Cl:1][C:2]1[N:7]=[CH:6][N:5]=[C:4]([NH:8][C:9]2[CH:14]=[CH:13][CH:12]=[CH:11][C:10]=2[Cl:15])[C:3]=1[NH2:16].[CH2:17](OC(OCC)OCC)C. Product: [Cl:1][C:2]1[N:7]=[CH:6][N:5]=[C:4]2[C:3]=1[N:16]=[CH:17][N:8]2[C:9]1[CH:14]=[CH:13][CH:12]=[CH:11][C:10]=1[Cl:15]. The catalyst class is: 152. (2) Reactant: B.C1COCC1.[Cl:7][C:8]1[CH:13]=[C:12]([C:14](O)=[O:15])[CH:11]=[C:10]([CH3:17])[N:9]=1.Cl.C(=O)(O)[O-].[Na+]. Product: [Cl:7][C:8]1[CH:13]=[C:12]([CH2:14][OH:15])[CH:11]=[C:10]([CH3:17])[N:9]=1. The catalyst class is: 1.